This data is from Forward reaction prediction with 1.9M reactions from USPTO patents (1976-2016). The task is: Predict the product of the given reaction. Given the reactants [Cl:1][C:2]1[CH:7]=[CH:6][C:5]([CH2:8][C:9]([C:11]2[CH:16]=[CH:15][C:14]([F:17])=[C:13]([F:18])[C:12]=2[OH:19])=[O:10])=[CH:4][CH:3]=1.C(N(CC)CC)C.[C:27](Cl)(=[O:31])[CH:28]([CH3:30])[CH3:29], predict the reaction product. The product is: [Cl:1][C:2]1[CH:3]=[CH:4][C:5]([CH2:8][C:9]([C:11]2[C:12]([O:19][C:27](=[O:31])[CH:28]([CH3:30])[CH3:29])=[C:13]([F:18])[C:14]([F:17])=[CH:15][CH:16]=2)=[O:10])=[CH:6][CH:7]=1.